Dataset: Forward reaction prediction with 1.9M reactions from USPTO patents (1976-2016). Task: Predict the product of the given reaction. (1) The product is: [N:1]1[C:10]2[C:5](=[CH:6][CH:7]=[CH:8][CH:9]=2)[CH:4]=[CH:3][C:2]=1[N:11]1[CH2:12][CH:13]([C:15]2[C:16]([N:21]3[CH2:26][CH2:25][CH:24]([CH:27]([OH:29])[CH3:28])[CH2:23][CH2:22]3)=[N:17][CH:18]=[CH:19][N:20]=2)[CH2:14]1. Given the reactants [N:1]1[C:10]2[C:5](=[CH:6][CH:7]=[CH:8][CH:9]=2)[CH:4]=[CH:3][C:2]=1[N:11]1[CH2:14][CH:13]([C:15]2[C:16]([N:21]3[CH2:26][CH2:25][CH:24]([C:27](=[O:29])[CH3:28])[CH2:23][CH2:22]3)=[N:17][CH:18]=[CH:19][N:20]=2)[CH2:12]1.[BH4-].[Na+], predict the reaction product. (2) Given the reactants [Cl:1][C:2]1[CH:3]=[CH:4][C:5]2[NH:11][C:10](=S)[C@@H:9]([CH2:13][C:14]3[O:15][C:16]([CH2:20][CH2:21][C:22]([O:24][CH2:25][CH3:26])=[O:23])=[C:17]([CH3:19])[N:18]=3)[O:8][C@H:7]([C:27]3[CH:32]=[CH:31][CH:30]=[C:29]([O:33][CH3:34])[C:28]=3[O:35][CH3:36])[C:6]=2[CH:37]=1.O.[NH2:39][NH2:40].FC(F)(F)C(OC(=O)C(F)(F)F)=O.FC(F)(F)C(O)=O, predict the reaction product. The product is: [Cl:1][C:2]1[CH:3]=[CH:4][C:5]2[NH:11][C:10](=[N:39][NH2:40])[C@@H:9]([CH2:13][C:14]3[O:15][C:16]([CH2:20][CH2:21][C:22]([O:24][CH2:25][CH3:26])=[O:23])=[C:17]([CH3:19])[N:18]=3)[O:8][C@H:7]([C:27]3[CH:32]=[CH:31][CH:30]=[C:29]([O:33][CH3:34])[C:28]=3[O:35][CH3:36])[C:6]=2[CH:37]=1. (3) Given the reactants Cl[C:2]1[C:7]([CH3:8])=[CH:6][C:5]([N+:9]([O-:11])=[O:10])=[CH:4][N:3]=1.[CH3:12][O-:13].[Na+], predict the reaction product. The product is: [CH3:12][O:13][C:2]1[C:7]([CH3:8])=[CH:6][C:5]([N+:9]([O-:11])=[O:10])=[CH:4][N:3]=1. (4) The product is: [CH:1]([O:4][C:5]([N:7]1[CH2:12][CH2:11][CH:10]([O:13][C:14]2[C:19]([C:20]#[N:21])=[C:18]([NH:22][C:23]3[CH:28]=[CH:27][C:26]([NH:34][CH:31]([CH3:33])[CH3:32])=[CH:25][C:24]=3[F:30])[N:17]=[CH:16][N:15]=2)[CH2:9][CH2:8]1)=[O:6])([CH3:3])[CH3:2]. Given the reactants [CH:1]([O:4][C:5]([N:7]1[CH2:12][CH2:11][CH:10]([O:13][C:14]2[C:19]([C:20]#[N:21])=[C:18]([NH:22][C:23]3[CH:28]=[CH:27][C:26](I)=[CH:25][C:24]=3[F:30])[N:17]=[CH:16][N:15]=2)[CH2:9][CH2:8]1)=[O:6])([CH3:3])[CH3:2].[CH:31]([NH2:34])([CH3:33])[CH3:32].N1CCC[C@H]1C(O)=O.C(=O)([O-])[O-].[K+].[K+], predict the reaction product. (5) Given the reactants [Br:1][C:2]1[CH:14]=[CH:13][C:5]([NH:6][CH2:7][CH2:8][C:9]([F:12])([F:11])[F:10])=[C:4]([N+:15]([O-:17])=[O:16])[CH:3]=1.[Cl:18][C:19]1[CH:26]=[CH:25][C:22]([CH2:23]Br)=[CH:21][CH:20]=1.C(N(CCC(F)(F)F)C1C=CC(Br)=CC=1[N+]([O-])=O)C1C=CC=CC=1, predict the reaction product. The product is: [Br:1][C:2]1[CH:14]=[CH:13][C:5]([N:6]([CH2:23][C:22]2[CH:25]=[CH:26][C:19]([Cl:18])=[CH:20][CH:21]=2)[CH2:7][CH2:8][C:9]([F:11])([F:12])[F:10])=[C:4]([N+:15]([O-:17])=[O:16])[CH:3]=1. (6) The product is: [CH3:1][N:2]([CH3:18])[CH:3]1[C:12]2[CH2:11][O:10][C:9]([C:13]([NH2:14])=[O:19])=[CH:8][C:7]3=[CH:15][NH:16][CH:17]=[C:5]([C:6]=23)[CH2:4]1. Given the reactants [CH3:1][N:2]([CH3:18])[CH:3]1[C:12]2[CH2:11][O:10][C:9]([C:13]#[N:14])=[CH:8][C:7]3=[CH:15][NH:16][CH:17]=[C:5]([C:6]=23)[CH2:4]1.[OH-:19].[Na+], predict the reaction product. (7) Given the reactants [CH2:1]([C:3]1[C:4]([C:11]([O:13][CH2:14][C:15]2[CH:20]=[CH:19][CH:18]=[CH:17][CH:16]=2)=[O:12])=[C:5]([CH:9]=[O:10])[NH:6][C:7]=1I)[CH3:2].FC1C=CC(B(O)O)=CC=1.[Cl:31][C:32]1[CH:33]=[C:34](B(O)O)[CH:35]=[CH:36][CH:37]=1, predict the reaction product. The product is: [Cl:31][C:32]1[CH:37]=[C:36]([C:7]2[NH:6][C:5]([CH:9]=[O:10])=[C:4]([C:11]([O:13][CH2:14][C:15]3[CH:20]=[CH:19][CH:18]=[CH:17][CH:16]=3)=[O:12])[C:3]=2[CH2:1][CH3:2])[CH:35]=[CH:34][CH:33]=1. (8) Given the reactants [CH3:1][O:2][C:3]1[CH:8]=[CH:7][C:6]([C:9](O)=[CH:10][C:11]2[N:20]=[CH:19][CH:18]=[CH:17][C:12]=2[C:13]([NH:15]C)=[O:14])=[CH:5][CH:4]=1.N, predict the reaction product. The product is: [CH3:1][O:2][C:3]1[CH:8]=[CH:7][C:6]([C:9]2[NH:15][C:13](=[O:14])[C:12]3[CH:17]=[CH:18][CH:19]=[N:20][C:11]=3[CH:10]=2)=[CH:5][CH:4]=1.